This data is from Catalyst prediction with 721,799 reactions and 888 catalyst types from USPTO. The task is: Predict which catalyst facilitates the given reaction. (1) Reactant: [NH2:1][C:2]1[CH:9]=[CH:8][C:5]([C:6]#[N:7])=[CH:4][CH:3]=1.[Br:10][C:11]1[CH:18]=[CH:17][CH:16]=[CH:15][C:12]=1[CH:13]=O.[CH2:19]=[C:20]([CH3:22])[CH3:21].FC(F)(F)S([O-])(=O)=O.[Yb+3].FC(F)(F)S([O-])(=O)=O.FC(F)(F)S([O-])(=O)=O. Product: [Br:10][C:11]1[CH:18]=[CH:17][CH:16]=[CH:15][C:12]=1[CH:13]1[CH2:19][C:20]([CH3:22])([CH3:21])[C:9]2[C:2](=[CH:3][CH:4]=[C:5]([C:6]#[N:7])[CH:8]=2)[NH:1]1. The catalyst class is: 115. (2) Reactant: [F:1][C:2]([F:6])([F:5])[CH2:3][NH2:4].[CH3:7][S:8][C:9]1[N:14]=[C:13](SC)[C:12]2=[N:17][CH:18]=[C:19]([C:20]#[N:21])[N:11]2[N:10]=1. Product: [CH3:7][S:8][C:9]1[N:14]=[C:13]([NH:4][CH2:3][C:2]([F:6])([F:5])[F:1])[C:12]2=[N:17][CH:18]=[C:19]([C:20]#[N:21])[N:11]2[N:10]=1. The catalyst class is: 514.